Dataset: Reaction yield outcomes from USPTO patents with 853,638 reactions. Task: Predict the reaction yield, written as a fraction of the theoretical maximum amount of product (1.0 means a 100% yield; for example, 0.34 means a 34% yield). (1) The reactants are [C:1]([O:5][C:6]([NH:8][C@@H:9]([CH2:13][O:14][C:15]1[CH:20]=[C:19]([CH3:21])[CH:18]=[CH:17][C:16]=1[N+:22]([O-:24])=[O:23])[C:10]([OH:12])=[O:11])=[O:7])([CH3:4])([CH3:3])[CH3:2].F[C:26]1C=C(C)C=CC=1[N+]([O-])=O. No catalyst specified. The product is [C:1]([O:5][C:6]([NH:8][C@@H:9]([C@@H:13]([O:14][C:15]1[CH:20]=[C:19]([CH3:21])[CH:18]=[CH:17][C:16]=1[N+:22]([O-:24])=[O:23])[CH3:26])[C:10]([OH:12])=[O:11])=[O:7])([CH3:4])([CH3:2])[CH3:3]. The yield is 0.536. (2) The reactants are [F:1][C:2]1[CH:3]=[CH:4][C:5]([CH3:9])=[C:6]([OH:8])[CH:7]=1.F[B-](F)(F)F.[O:15]=[N+:16]=[O:17]. The catalyst is C(#N)C.O. The product is [F:1][C:2]1[C:7]([N+:16]([O-:17])=[O:15])=[C:6]([OH:8])[C:5]([CH3:9])=[CH:4][CH:3]=1. The yield is 0.680. (3) The reactants are CC[C@@H]1[C@@H]2C[C@H]([C@@H](OC3C4C(=CC=CC=4)C(O[C@@H](C4C=CN=C5C=4C=C(OC)C=C5)[C@@H]4N5C[C@H](CC)[C@@H](CC5)C4)=NN=3)C3C=CN=C4C=3C=C([O:22]C)C=C4)N(CC2)C1.CS(N)(=O)=O.[CH2:64]([O:71][C:72](=[O:82])[C@H:73]([N:75]1[C:80](=[O:81])C=CC[O:76]1)[CH3:74])[C:65]1[CH:70]=[CH:69][CH:68]=[CH:67][CH:66]=1.S([O-])([O-])=O.[Na+].[Na+].[C:89]([OH:93])([CH3:92])(C)[CH3:90]. The catalyst is O.CC[C@@H]1[C@@H]2C[C@H]([C@@H](OC3C4C(=CC=CC=4)C(O[C@@H](C4C=CN=C5C=4C=C(OC)C=C5)[C@@H]4N5C[C@H](CC)[C@@H](CC5)C4)=NN=3)C3C=CN=C4C=3C=C(OC)C=C4)N(CC2)C1. The product is [CH2:64]([O:71][C:72]([C@H:73]([N:75]1[C:80](=[O:81])[C@@H:90]([OH:22])[C@@H:89]([OH:93])[CH2:92][O:76]1)[CH3:74])=[O:82])[C:65]1[CH:70]=[CH:69][CH:68]=[CH:67][CH:66]=1. The yield is 0.810. (4) The reactants are [CH3:1][O:2][C:3]1[CH:8]=[C:7]([N+:9]([O-:11])=[O:10])[CH:6]=[CH:5][C:4]=1B1OC(C)(C)C(C)(C)O1.[CH3:21][N:22]1[CH:26]=[C:25](I)[CH:24]=[N:23]1.C(=O)([O-])[O-].[Na+].[Na+]. The catalyst is C(O)C.C1(C)C=CC=CC=1.C(OCC)(=O)C.[Pd](Cl)Cl.C1(P(C2C=CC=CC=2)[C-]2C=CC=C2)C=CC=CC=1.[C-]1(P(C2C=CC=CC=2)C2C=CC=CC=2)C=CC=C1.[Fe+2]. The product is [CH3:1][O:2][C:3]1[CH:8]=[C:7]([N+:9]([O-:11])=[O:10])[CH:6]=[CH:5][C:4]=1[C:25]1[CH:24]=[N:23][N:22]([CH3:21])[CH:26]=1. The yield is 0.580. (5) The reactants are [H-].[Na+].[CH3:3][N:4]1[C:8]2[CH:9]=[C:10]([C:13]3[CH:14]=[C:15](O)[CH:16]=[CH:17][CH:18]=3)[CH:11]=[CH:12][C:7]=2[N:6]=[CH:5]1.Cl[CH2:21][C@@H:22]1[CH2:24][O:23]1.C[N:26](C=O)C. The catalyst is O. The product is [CH3:3][N:4]1[C:8]2[CH:9]=[C:10]([C:13]3[CH:14]=[C:15]([CH:16]=[CH:17][CH:18]=3)[NH:26][CH2:21][C@H:22]3[CH2:24][O:23]3)[CH:11]=[CH:12][C:7]=2[N:6]=[CH:5]1. The yield is 0.770.